Predict the reaction yield, written as a fraction of the theoretical maximum amount of product (1.0 means a 100% yield; for example, 0.34 means a 34% yield). From a dataset of Reaction yield outcomes from USPTO patents with 853,638 reactions. (1) The reactants are [I:1][C:2]1[CH:3]=[C:4]2[C:9](=[C:10]([C:12]([OH:14])=O)[CH:11]=1)[O:8][CH:7]([CH3:15])[CH:6]=[CH:5]2.[NH2:16][C@@H:17]([CH2:28][OH:29])[CH2:18][C:19]1[C:27]2[C:22](=[CH:23][CH:24]=[CH:25][CH:26]=2)[NH:21][CH:20]=1.C(Cl)CCl.C1C=CC2N(O)N=NC=2C=1. The catalyst is CN(C=O)C.O. The product is [OH:29][CH2:28][C@H:17]([NH:16][C:12]([C:10]1[CH:11]=[C:2]([I:1])[CH:3]=[C:4]2[C:9]=1[O:8][CH:7]([CH3:15])[CH:6]=[CH:5]2)=[O:14])[CH2:18][C:19]1[C:27]2[C:22](=[CH:23][CH:24]=[CH:25][CH:26]=2)[NH:21][CH:20]=1. The yield is 0.680. (2) The reactants are Br[C:2]1[C:3]([O:18][CH2:19][C:20]2[C:21]([C:26]3[CH:31]=[CH:30][CH:29]=[CH:28][CH:27]=3)=[N:22][O:23][C:24]=2[CH3:25])=[N:4][C:5]([CH3:17])=[C:6]([CH:16]=1)[C:7]([NH:9][CH:10]1[CH2:15][CH2:14][O:13][CH2:12][CH2:11]1)=[O:8].C([O-])=O.[NH4+]. The catalyst is CO.C1COCC1.[Pd]. The product is [CH3:17][C:5]1[N:4]=[C:3]([O:18][CH2:19][C:20]2[C:21]([C:26]3[CH:31]=[CH:30][CH:29]=[CH:28][CH:27]=3)=[N:22][O:23][C:24]=2[CH3:25])[CH:2]=[CH:16][C:6]=1[C:7]([NH:9][CH:10]1[CH2:11][CH2:12][O:13][CH2:14][CH2:15]1)=[O:8]. The yield is 0.200.